This data is from Peptide-MHC class II binding affinity with 134,281 pairs from IEDB. The task is: Regression. Given a peptide amino acid sequence and an MHC pseudo amino acid sequence, predict their binding affinity value. This is MHC class II binding data. (1) The peptide sequence is LHFSEALHIIAGTPE. The MHC is DRB4_0101 with pseudo-sequence DRB4_0103. The binding affinity (normalized) is 0.553. (2) The peptide sequence is SSKLNKFISPKSVIG. The MHC is DRB1_1501 with pseudo-sequence DRB1_1501. The binding affinity (normalized) is 0.386. (3) The peptide sequence is AEVRSYCYLATVSDLSTK. The MHC is DRB1_0301 with pseudo-sequence DRB1_0301. The binding affinity (normalized) is 0. (4) The MHC is DRB5_0101 with pseudo-sequence DRB5_0101. The binding affinity (normalized) is 0.199. The peptide sequence is QTYSKFDTNSHNDDA. (5) The peptide sequence is TATYGGKWLDAKSTW. The binding affinity (normalized) is 0.0592. The MHC is HLA-DQA10301-DQB10302 with pseudo-sequence HLA-DQA10301-DQB10302.